Dataset: NCI-60 drug combinations with 297,098 pairs across 59 cell lines. Task: Regression. Given two drug SMILES strings and cell line genomic features, predict the synergy score measuring deviation from expected non-interaction effect. (1) Drug 1: C1=CN(C(=O)N=C1N)C2C(C(C(O2)CO)O)O.Cl. Drug 2: C1CN1C2=NC(=NC(=N2)N3CC3)N4CC4. Cell line: SR. Synergy scores: CSS=67.7, Synergy_ZIP=-3.38, Synergy_Bliss=-4.40, Synergy_Loewe=-5.39, Synergy_HSA=-1.86. (2) Drug 1: CCC(=C(C1=CC=CC=C1)C2=CC=C(C=C2)OCCN(C)C)C3=CC=CC=C3.C(C(=O)O)C(CC(=O)O)(C(=O)O)O. Drug 2: B(C(CC(C)C)NC(=O)C(CC1=CC=CC=C1)NC(=O)C2=NC=CN=C2)(O)O. Cell line: UACC62. Synergy scores: CSS=68.7, Synergy_ZIP=5.86, Synergy_Bliss=4.37, Synergy_Loewe=-20.8, Synergy_HSA=6.31. (3) Drug 1: CNC(=O)C1=CC=CC=C1SC2=CC3=C(C=C2)C(=NN3)C=CC4=CC=CC=N4. Drug 2: CC1C(C(=O)NC(C(=O)N2CCCC2C(=O)N(CC(=O)N(C(C(=O)O1)C(C)C)C)C)C(C)C)NC(=O)C3=C4C(=C(C=C3)C)OC5=C(C(=O)C(=C(C5=N4)C(=O)NC6C(OC(=O)C(N(C(=O)CN(C(=O)C7CCCN7C(=O)C(NC6=O)C(C)C)C)C)C(C)C)C)N)C. Cell line: SNB-19. Synergy scores: CSS=16.5, Synergy_ZIP=27.5, Synergy_Bliss=26.8, Synergy_Loewe=27.6, Synergy_HSA=26.9. (4) Drug 1: C1=NC(=NC(=O)N1C2C(C(C(O2)CO)O)O)N. Drug 2: C1CN(P(=O)(OC1)NCCCl)CCCl. Cell line: OVCAR3. Synergy scores: CSS=20.8, Synergy_ZIP=-0.0296, Synergy_Bliss=-1.68, Synergy_Loewe=-65.1, Synergy_HSA=-3.27. (5) Drug 1: CC1=C2C(C(=O)C3(C(CC4C(C3C(C(C2(C)C)(CC1OC(=O)C(C(C5=CC=CC=C5)NC(=O)OC(C)(C)C)O)O)OC(=O)C6=CC=CC=C6)(CO4)OC(=O)C)O)C)O. Drug 2: CCC1(C2=C(COC1=O)C(=O)N3CC4=CC5=C(C=CC(=C5CN(C)C)O)N=C4C3=C2)O.Cl. Cell line: 786-0. Synergy scores: CSS=14.5, Synergy_ZIP=-6.85, Synergy_Bliss=-9.99, Synergy_Loewe=-23.0, Synergy_HSA=-11.5. (6) Drug 1: CCC1(CC2CC(C3=C(CCN(C2)C1)C4=CC=CC=C4N3)(C5=C(C=C6C(=C5)C78CCN9C7C(C=CC9)(C(C(C8N6C=O)(C(=O)OC)O)OC(=O)C)CC)OC)C(=O)OC)O.OS(=O)(=O)O. Drug 2: CS(=O)(=O)CCNCC1=CC=C(O1)C2=CC3=C(C=C2)N=CN=C3NC4=CC(=C(C=C4)OCC5=CC(=CC=C5)F)Cl. Cell line: NCI-H226. Synergy scores: CSS=12.6, Synergy_ZIP=1.65, Synergy_Bliss=5.22, Synergy_Loewe=1.48, Synergy_HSA=4.70. (7) Synergy scores: CSS=23.9, Synergy_ZIP=-0.399, Synergy_Bliss=-0.498, Synergy_Loewe=-26.4, Synergy_HSA=-1.04. Drug 2: CCN(CC)CCCC(C)NC1=C2C=C(C=CC2=NC3=C1C=CC(=C3)Cl)OC. Cell line: HT29. Drug 1: CC12CCC3C(C1CCC2O)C(CC4=C3C=CC(=C4)O)CCCCCCCCCS(=O)CCCC(C(F)(F)F)(F)F.